This data is from Full USPTO retrosynthesis dataset with 1.9M reactions from patents (1976-2016). The task is: Predict the reactants needed to synthesize the given product. (1) Given the product [C:36]([N:39]1[CH2:44][CH2:43][N:42]([C:2]2[N:7]=[C:6]([O:8][C:9]3[CH:35]=[CH:34][CH:33]=[CH:32][C:10]=3[CH2:11][NH:12][C:13]([NH:15][C:16]3[N:20]([C:21]4[CH:22]=[CH:23][C:24]([CH3:27])=[CH:25][CH:26]=4)[N:19]=[C:18]([C:28]([CH3:30])([CH3:29])[CH3:31])[CH:17]=3)=[O:14])[CH:5]=[CH:4][N:3]=2)[CH2:41][CH2:40]1)(=[O:38])[CH3:37], predict the reactants needed to synthesize it. The reactants are: Cl[C:2]1[N:7]=[C:6]([O:8][C:9]2[CH:35]=[CH:34][CH:33]=[CH:32][C:10]=2[CH2:11][NH:12][C:13]([NH:15][C:16]2[N:20]([C:21]3[CH:26]=[CH:25][C:24]([CH3:27])=[CH:23][CH:22]=3)[N:19]=[C:18]([C:28]([CH3:31])([CH3:30])[CH3:29])[CH:17]=2)=[O:14])[CH:5]=[CH:4][N:3]=1.[C:36]([N:39]1[CH2:44][CH2:43][NH:42][CH2:41][CH2:40]1)(=[O:38])[CH3:37].C(=O)([O-])[O-].[Na+].[Na+]. (2) Given the product [S:24]([O-:28])([O-:27])(=[O:26])=[O:25].[Ca+2:5].[S:17]([CH2:21][CH2:22][OH:23])([O-:20])(=[O:19])=[O:18].[Ca+2:5].[S:17]([CH2:21][CH2:22][OH:23])([O-:20])(=[O:19])=[O:18], predict the reactants needed to synthesize it. The reactants are: C(=O)([O-])[O-].[Ca+2:5].[Ca].S(CCS(O)(=O)=O)(O)(=O)=O.[S:17]([CH2:21][CH2:22][OH:23])([OH:20])(=[O:19])=[O:18].[S:24](=[O:28])(=[O:27])([OH:26])[OH:25].